The task is: Predict the reactants needed to synthesize the given product.. This data is from Full USPTO retrosynthesis dataset with 1.9M reactions from patents (1976-2016). (1) Given the product [CH3:1][N:2]1[CH2:6][CH:5]([N:15]([CH3:14])[CH3:11])[CH2:4][CH2:3]1, predict the reactants needed to synthesize it. The reactants are: [CH3:1][N:2]1[CH2:6][CH2:5][CH2:4][CH2:3]1.CC(O)=O.[CH2:11]=O.[BH3-][C:14]#[N:15].[Na+]. (2) The reactants are: [NH2:1][C:2]1[S:3][C:4]([C:10]2[C:15]([F:16])=[CH:14][C:13]([C:17]([OH:20])([CH3:19])[CH3:18])=[CH:12][C:11]=2[F:21])=[CH:5][C:6]=1[C:7]([NH2:9])=[O:8].Cl[C:23]1[N:28]=[C:27]([F:29])[C:26]([CH2:30][N:31]2[CH2:36][CH2:35][S:34](=[O:38])(=[O:37])[CH2:33][CH2:32]2)=[CH:25][CH:24]=1. Given the product [F:16][C:15]1[CH:14]=[C:13]([C:17]([OH:20])([CH3:18])[CH3:19])[CH:12]=[C:11]([F:21])[C:10]=1[C:4]1[S:3][C:2]([NH:1][C:23]2[CH:24]=[CH:25][C:26]([CH2:30][N:31]3[CH2:32][CH2:33][S:34](=[O:38])(=[O:37])[CH2:35][CH2:36]3)=[C:27]([F:29])[N:28]=2)=[C:6]([C:7]([NH2:9])=[O:8])[CH:5]=1, predict the reactants needed to synthesize it. (3) Given the product [CH2:2]([O:9][CH2:10][CH2:11][O:12][CH2:13][CH2:14][O:15][CH2:16][CH2:17][CH2:18][CH2:19][C@H:20]1[C@@H:36]2[C@H:28]([CH2:29][CH2:30][C@@:31]3([CH3:41])[C@H:35]2[CH2:34][CH2:33][C@@H:32]3[OH:37])[C:27]2[CH:26]=[CH:25][C:24]([OH:42])=[CH:23][C:22]=2[C:21]1=[O:46])[C:3]1[CH:4]=[CH:5][CH:6]=[CH:7][CH:8]=1, predict the reactants needed to synthesize it. The reactants are: Cl.[CH2:2]([O:9][CH2:10][CH2:11][O:12][CH2:13][CH2:14][O:15][CH2:16][CH2:17][CH2:18][CH2:19][C@H:20]1[C@@H:36]2[C@H:28]([CH2:29][CH2:30][C@@:31]3([CH3:41])[C@H:35]2[CH2:34][CH2:33][C@@H:32]3[O:37]COC)[C:27]2[CH:26]=[CH:25][C:24]([O:42]COC)=[CH:23][C:22]=2[C:21]1=[O:46])[C:3]1[CH:8]=[CH:7][CH:6]=[CH:5][CH:4]=1.O.